Dataset: Forward reaction prediction with 1.9M reactions from USPTO patents (1976-2016). Task: Predict the product of the given reaction. (1) Given the reactants Cl[C:2]1[CH:3]=[C:4]([CH:8]=[C:9]([N:11]([CH3:13])[CH3:12])[N:10]=1)[C:5]([OH:7])=[O:6].[C:14]([O:18][C:19]([C:21]1[CH:26]=[CH:25][C:24](B(O)O)=[CH:23][CH:22]=1)=[O:20])([CH3:17])([CH3:16])[CH3:15].C(=O)([O-])[O-].[Na+].[Na+].C1(P(C2CCCCC2)C2C=CC=CC=2C2C(OC)=CC=CC=2OC)CCCCC1, predict the reaction product. The product is: [C:14]([O:18][C:19]([C:21]1[CH:26]=[CH:25][C:24]([C:2]2[CH:3]=[C:4]([CH:8]=[C:9]([N:11]([CH3:13])[CH3:12])[N:10]=2)[C:5]([OH:7])=[O:6])=[CH:23][CH:22]=1)=[O:20])([CH3:17])([CH3:15])[CH3:16]. (2) Given the reactants C([O:3][C:4](=[O:25])[CH2:5][C:6]1[CH:11]=[C:10]([O:12][CH2:13][CH2:14][O:15][Si:16]([C:19]([CH3:22])([CH3:21])[CH3:20])([CH3:18])[CH3:17])[C:9]([F:23])=[CH:8][C:7]=1[Br:24])C.O[Li].O, predict the reaction product. The product is: [Br:24][C:7]1[CH:8]=[C:9]([F:23])[C:10]([O:12][CH2:13][CH2:14][O:15][Si:16]([C:19]([CH3:20])([CH3:22])[CH3:21])([CH3:17])[CH3:18])=[CH:11][C:6]=1[CH2:5][C:4]([OH:25])=[O:3]. (3) Given the reactants [Cl:1][CH2:2][C@H:3]1[C:11]2[C:10]3[CH:12]=[CH:13][CH:14]=[CH:15][C:9]=3[C:8]([O:16][P:17]([O:24][C:25]([CH3:28])([CH3:27])[CH3:26])([O:19][C:20]([CH3:23])([CH3:22])[CH3:21])=[O:18])=[CH:7][C:6]=2[N:5]([C:29](=[O:36])[CH2:30][CH2:31][CH2:32][C:33](O)=[O:34])[CH2:4]1.[Cl:37][CH2:38][C@H:39]1[C:47]2[C:46]3[CH:48]=[CH:49][CH:50]=[CH:51][C:45]=3[C:44]([NH:52][C:53](=[O:65])[O:54][CH2:55][CH2:56][S:57][S:58][C:59]3[CH:64]=[CH:63][CH:62]=[CH:61][N:60]=3)=[CH:43][C:42]=2[NH:41][CH2:40]1.CCN=C=NCCCN(C)C.Cl, predict the reaction product. The product is: [Cl:37][CH2:38][C@H:39]1[C:47]2[C:46]3[CH:48]=[CH:49][CH:50]=[CH:51][C:45]=3[C:44]([NH:52][C:53](=[O:65])[O:54][CH2:55][CH2:56][S:57][S:58][C:59]3[CH:64]=[CH:63][CH:62]=[CH:61][N:60]=3)=[CH:43][C:42]=2[N:41]([C:33](=[O:34])[CH2:32][CH2:31][CH2:30][C:29]([N:5]2[C:6]3[CH:7]=[C:8]([O:16][P:17]([O:19][C:20]([CH3:21])([CH3:22])[CH3:23])([O:24][C:25]([CH3:28])([CH3:27])[CH3:26])=[O:18])[C:9]4[CH:15]=[CH:14][CH:13]=[CH:12][C:10]=4[C:11]=3[C@H:3]([CH2:2][Cl:1])[CH2:4]2)=[O:36])[CH2:40]1. (4) Given the reactants [CH2:1]([O:3][C:4](=[O:23])[CH2:5][N:6]([CH:20]1[CH2:22][CH2:21]1)[C:7](=[O:19])[C:8]1[CH:13]=[CH:12][C:11]([O:14][C:15]([F:18])([F:17])[F:16])=[CH:10][CH:9]=1)[CH3:2].[C:24](OC(=O)C)(=[O:26])[CH3:25], predict the reaction product. The product is: [CH2:1]([O:3][C:4](=[O:23])[CH:5]([N:6]([CH:20]1[CH2:22][CH2:21]1)[C:7](=[O:19])[C:8]1[CH:9]=[CH:10][C:11]([O:14][C:15]([F:16])([F:17])[F:18])=[CH:12][CH:13]=1)[C:24](=[O:26])[CH3:25])[CH3:2]. (5) Given the reactants [Cl:1][C:2]1[N:3]=[N:4][C:5](Cl)=[CH:6][C:7]=1[CH:8]1[CH2:11][CH2:10][CH2:9]1.O.[NH2:14][NH2:15], predict the reaction product. The product is: [Cl:1][C:2]1[N:3]=[N:4][C:5]([NH:14][NH2:15])=[CH:6][C:7]=1[CH:8]1[CH2:11][CH2:10][CH2:9]1.